From a dataset of CYP1A2 inhibition data for predicting drug metabolism from PubChem BioAssay. Regression/Classification. Given a drug SMILES string, predict its absorption, distribution, metabolism, or excretion properties. Task type varies by dataset: regression for continuous measurements (e.g., permeability, clearance, half-life) or binary classification for categorical outcomes (e.g., BBB penetration, CYP inhibition). Dataset: cyp1a2_veith. The compound is COc1ccc(S(=O)(=O)N2CC3CCCN3c3ccc(C(F)(F)F)cc32)cc1. The result is 1 (inhibitor).